Dataset: NCI-60 drug combinations with 297,098 pairs across 59 cell lines. Task: Regression. Given two drug SMILES strings and cell line genomic features, predict the synergy score measuring deviation from expected non-interaction effect. (1) Drug 1: C1CCC(C1)C(CC#N)N2C=C(C=N2)C3=C4C=CNC4=NC=N3. Drug 2: CCC1(CC2CC(C3=C(CCN(C2)C1)C4=CC=CC=C4N3)(C5=C(C=C6C(=C5)C78CCN9C7C(C=CC9)(C(C(C8N6C=O)(C(=O)OC)O)OC(=O)C)CC)OC)C(=O)OC)O.OS(=O)(=O)O. Cell line: U251. Synergy scores: CSS=41.2, Synergy_ZIP=4.79, Synergy_Bliss=2.67, Synergy_Loewe=-36.7, Synergy_HSA=2.47. (2) Drug 1: CC1C(C(=O)NC(C(=O)N2CCCC2C(=O)N(CC(=O)N(C(C(=O)O1)C(C)C)C)C)C(C)C)NC(=O)C3=C4C(=C(C=C3)C)OC5=C(C(=O)C(=C(C5=N4)C(=O)NC6C(OC(=O)C(N(C(=O)CN(C(=O)C7CCCN7C(=O)C(NC6=O)C(C)C)C)C)C(C)C)C)N)C. Drug 2: CCC(=C(C1=CC=CC=C1)C2=CC=C(C=C2)OCCN(C)C)C3=CC=CC=C3.C(C(=O)O)C(CC(=O)O)(C(=O)O)O. Cell line: KM12. Synergy scores: CSS=37.0, Synergy_ZIP=16.7, Synergy_Bliss=20.0, Synergy_Loewe=19.5, Synergy_HSA=19.6. (3) Drug 1: COC1=C(C=C2C(=C1)N=CN=C2NC3=CC(=C(C=C3)F)Cl)OCCCN4CCOCC4. Drug 2: N.N.Cl[Pt+2]Cl. Cell line: NCI/ADR-RES. Synergy scores: CSS=21.0, Synergy_ZIP=-1.97, Synergy_Bliss=5.10, Synergy_Loewe=-1.44, Synergy_HSA=2.91. (4) Drug 1: C1=NC2=C(N1)C(=S)N=CN2. Drug 2: C1CCC(C(C1)N)N.C(=O)(C(=O)[O-])[O-].[Pt+4]. Cell line: HCC-2998. Synergy scores: CSS=48.1, Synergy_ZIP=-11.8, Synergy_Bliss=-8.68, Synergy_Loewe=-5.31, Synergy_HSA=-3.28. (5) Drug 1: CS(=O)(=O)C1=CC(=C(C=C1)C(=O)NC2=CC(=C(C=C2)Cl)C3=CC=CC=N3)Cl. Drug 2: CNC(=O)C1=CC=CC=C1SC2=CC3=C(C=C2)C(=NN3)C=CC4=CC=CC=N4. Cell line: SW-620. Synergy scores: CSS=6.41, Synergy_ZIP=1.82, Synergy_Bliss=6.81, Synergy_Loewe=-1.04, Synergy_HSA=2.70. (6) Drug 1: C1=CC(=CC=C1C#N)C(C2=CC=C(C=C2)C#N)N3C=NC=N3. Drug 2: CC1=C(C=C(C=C1)C(=O)NC2=CC(=CC(=C2)C(F)(F)F)N3C=C(N=C3)C)NC4=NC=CC(=N4)C5=CN=CC=C5. Cell line: SW-620. Synergy scores: CSS=-8.02, Synergy_ZIP=3.85, Synergy_Bliss=2.86, Synergy_Loewe=-4.66, Synergy_HSA=-4.17. (7) Drug 2: CC(C)(C#N)C1=CC(=CC(=C1)CN2C=NC=N2)C(C)(C)C#N. Cell line: HOP-62. Synergy scores: CSS=29.1, Synergy_ZIP=-3.72, Synergy_Bliss=-4.04, Synergy_Loewe=-3.43, Synergy_HSA=-4.55. Drug 1: C1CN1P(=S)(N2CC2)N3CC3.